This data is from Full USPTO retrosynthesis dataset with 1.9M reactions from patents (1976-2016). The task is: Predict the reactants needed to synthesize the given product. (1) Given the product [Br:19][CH2:8][C:6]1[CH:5]=[CH:4][C:3]([C:10]2[C:11]([C:16]#[N:17])=[CH:12][CH:13]=[CH:14][CH:15]=2)=[C:2]([F:1])[CH:7]=1, predict the reactants needed to synthesize it. The reactants are: [F:1][C:2]1[CH:7]=[C:6]([CH2:8]O)[CH:5]=[CH:4][C:3]=1[C:10]1[C:11]([C:16]#[N:17])=[CH:12][CH:13]=[CH:14][CH:15]=1.P(Br)(Br)[Br:19].C(=O)([O-])O.[Na+]. (2) Given the product [Cl:1][C:2]1[CH:3]=[C:4]([CH:42]=[CH:43][CH:44]=1)[CH2:5][N:6]1[C:14]2[C:9](=[CH:10][C:52]([O:53][CH2:54][CH2:50][N:47]([CH2:48][CH3:49])[CH2:45][CH3:46])=[CH:51][CH:13]=2)[C:8]([S:29]([C:32]2[C:41]3[C:36](=[CH:37][CH:38]=[CH:39][CH:40]=3)[CH:35]=[CH:34][CH:33]=2)(=[O:31])=[O:30])=[N:7]1, predict the reactants needed to synthesize it. The reactants are: [Cl:1][C:2]1[CH:3]=[C:4]([CH:42]=[CH:43][CH:44]=1)[CH2:5][N:6]1[C:14]2[C:9](=[CH:10]C(OCCOS(C3C=CC(C)=CC=3)(=O)=O)=C[CH:13]=2)[C:8]([S:29]([C:32]2[C:41]3[C:36](=[CH:37][CH:38]=[CH:39][CH:40]=3)[CH:35]=[CH:34][CH:33]=2)(=[O:31])=[O:30])=[N:7]1.[CH2:45]([NH:47][CH2:48][CH3:49])[CH3:46].[CH2:50]1[CH2:54][O:53][CH2:52][CH2:51]1. (3) Given the product [C:20]([O:24][C:25](=[O:36])[NH:26][C@H:27]([C:30]1[CH:31]=[CH:32][CH:33]=[CH:34][CH:35]=1)[CH2:28][N:4]1[C:3](=[O:19])[C:2]([Br:1])=[C:7]([CH3:8])[N:6]([CH2:9][C:10]2[C:11]([F:17])=[CH:12][CH:13]=[CH:14][C:15]=2[F:16])[C:5]1=[O:18])([CH3:21])([CH3:22])[CH3:23], predict the reactants needed to synthesize it. The reactants are: [Br:1][C:2]1[C:3](=[O:19])[NH:4][C:5](=[O:18])[N:6]([CH2:9][C:10]2[C:15]([F:16])=[CH:14][CH:13]=[CH:12][C:11]=2[F:17])[C:7]=1[CH3:8].[C:20]([O:24][C:25](=[O:36])[NH:26][C@H:27]([C:30]1[CH:35]=[CH:34][CH:33]=[CH:32][CH:31]=1)[CH2:28]O)([CH3:23])([CH3:22])[CH3:21].C1(P(C2C=CC=CC=2)C2C=CC=CC=2)C=CC=CC=1.CCOC(/N=N/C(OCC)=O)=O. (4) Given the product [ClH:32].[CH3:31][C@@H:20]1[C@@H:21]([OH:24])[CH2:22][CH2:23][N:18]([CH2:17][CH2:16][C:10]23[CH2:15][CH2:14][CH:13]([CH2:12][CH2:11]2)[NH:8][O:9]3)[CH2:19]1, predict the reactants needed to synthesize it. The reactants are: C(OC([N:8]1[C@H:13]2[CH2:14][CH2:15][C@:10]([CH2:16][CH2:17][N:18]3[CH2:23][CH2:22][C@H:21]([O:24]C(=O)C(C)(C)C)[C@@H:20]([CH3:31])[CH2:19]3)([CH:11]=[CH:12]2)[O:9]1)=O)(C)(C)C.[ClH:32]. (5) Given the product [Cl:1][C:2]1[CH:7]=[CH:6][C:5]([N:8]2[CH2:16][C:15]3[C:10](=[CH:11][C:12]([OH:19])=[C:13]([OH:17])[CH:14]=3)[C:9]2=[O:21])=[CH:4][CH:3]=1, predict the reactants needed to synthesize it. The reactants are: [Cl:1][C:2]1[CH:7]=[CH:6][C:5]([N:8]2[CH2:16][C:15]3[C:10](=[CH:11][C:12]([O:19]C)=[C:13]([O:17]C)[CH:14]=3)[C:9]2=[O:21])=[CH:4][CH:3]=1.B(Br)(Br)Br. (6) Given the product [CH3:43][C:34]1[C:35]([C:36]([O:38][CH3:39])=[O:37])=[CH:40][CH:41]=[CH:42][C:33]=1[C:23]1[C:24]([CH3:28])=[CH:25][CH:26]=[CH:27][C:22]=1[CH3:21], predict the reactants needed to synthesize it. The reactants are: F[B-](F)(F)F.C([PH+](C(C)(C)C)C(C)(C)C)(C)(C)C.[F-].[Cs+].[CH3:21][C:22]1[CH:27]=[CH:26][CH:25]=[C:24]([CH3:28])[C:23]=1B(O)O.Br[C:33]1[C:34]([CH3:43])=[C:35]([CH:40]=[CH:41][CH:42]=1)[C:36]([O:38][CH3:39])=[O:37]. (7) Given the product [F:24][C:20]1[CH:19]=[C:18]([N:14]2[CH2:13][C@H:12]([CH2:11][N:10]3[CH:26]=[C:27]([CH3:28])[N:29]=[N:30]3)[O:16][C:15]2=[O:17])[CH:23]=[CH:22][CH:21]=1, predict the reactants needed to synthesize it. The reactants are: C(N(CC)C(C)C)(C)C.[NH2:10][CH2:11][C@@H:12]1[O:16][C:15](=[O:17])[N:14]([C:18]2[CH:23]=[CH:22][CH:21]=[C:20]([F:24])[CH:19]=2)[CH2:13]1.Cl[CH:26](Cl)[C:27](=[N:29][NH:30]S(C1C=CC(C)=CC=1)(=O)=O)[CH3:28]. (8) Given the product [CH2:1]([C:4]1[C:13]([N:14]([CH2:21][CH3:22])[CH:15]2[CH2:16][CH2:17][O:18][CH2:19][CH2:20]2)=[CH:12][C:11]([Cl:23])=[CH:10][C:5]=1[C:6]([OH:8])=[O:7])[CH:2]=[CH2:3], predict the reactants needed to synthesize it. The reactants are: [CH2:1]([C:4]1[C:13]([N:14]([CH2:21][CH3:22])[CH:15]2[CH2:20][CH2:19][O:18][CH2:17][CH2:16]2)=[CH:12][C:11]([Cl:23])=[CH:10][C:5]=1[C:6]([O:8]C)=[O:7])[CH:2]=[CH2:3].[OH-].[Na+]. (9) Given the product [F:1][C:2]1[CH:7]=[CH:6][C:5]([N:8]2[C:11](=[O:12])[C@H:10]([S:13][CH2:14][CH:15]([C:17]3[CH:18]=[CH:19][C:20]([F:23])=[CH:21][CH:22]=3)[OH:16])[C@H:9]2[C:24]2[CH:25]=[CH:26][C:27]([O:28][CH2:29][C:30]([NH:32][CH2:33][C:34]([NH:36][CH2:37][C:38]([OH:40])=[O:39])=[O:35])=[O:31])=[CH:41][CH:42]=2)=[CH:4][CH:3]=1, predict the reactants needed to synthesize it. The reactants are: [F:1][C:2]1[CH:7]=[CH:6][C:5]([N:8]2[C:11](=[O:12])[C@H:10]([S:13][CH2:14][C:15]([C:17]3[CH:22]=[CH:21][C:20]([F:23])=[CH:19][CH:18]=3)=[O:16])[C@H:9]2[C:24]2[CH:42]=[CH:41][C:27]([O:28][CH2:29][C:30]([NH:32][CH2:33][C:34]([NH:36][CH2:37][C:38]([OH:40])=[O:39])=[O:35])=[O:31])=[CH:26][CH:25]=2)=[CH:4][CH:3]=1.[BH4-].[Na+].C([O-])(=O)C.[NH4+].